Dataset: Peptide-MHC class II binding affinity with 134,281 pairs from IEDB. Task: Regression. Given a peptide amino acid sequence and an MHC pseudo amino acid sequence, predict their binding affinity value. This is MHC class II binding data. (1) The peptide sequence is FDREFTFGWDELLSK. The MHC is HLA-DQA10201-DQB10202 with pseudo-sequence HLA-DQA10201-DQB10202. The binding affinity (normalized) is 0.304. (2) The peptide sequence is YDKFLANCSTVLTGK. The MHC is DRB3_0202 with pseudo-sequence DRB3_0202. The binding affinity (normalized) is 0.861. (3) The peptide sequence is YDKFLAPVSTVLTGK. The MHC is DRB1_1001 with pseudo-sequence DRB1_1001. The binding affinity (normalized) is 0.645. (4) The peptide sequence is RSLWIIFSKNLNIKL. The MHC is DRB1_1101 with pseudo-sequence DRB1_1101. The binding affinity (normalized) is 0.775. (5) The MHC is HLA-DQA10401-DQB10402 with pseudo-sequence HLA-DQA10401-DQB10402. The peptide sequence is HSLLDEGKQSLTKLA. The binding affinity (normalized) is 0.0216. (6) The peptide sequence is VVVHITDDNEEPIAP. The MHC is HLA-DQA10101-DQB10501 with pseudo-sequence HLA-DQA10101-DQB10501. The binding affinity (normalized) is 0.338. (7) The peptide sequence is EMPSEEGYQDYEPEA. The MHC is HLA-DPA10103-DPB10301 with pseudo-sequence HLA-DPA10103-DPB10301. The binding affinity (normalized) is 0. (8) The peptide sequence is ARTDLLAFTAFPKQI. The MHC is DRB1_1101 with pseudo-sequence DRB1_1101. The binding affinity (normalized) is 0.585. (9) The peptide sequence is RNVFDEVIPTAFKIG. The MHC is DRB1_1302 with pseudo-sequence DRB1_1302. The binding affinity (normalized) is 0.369.